This data is from Full USPTO retrosynthesis dataset with 1.9M reactions from patents (1976-2016). The task is: Predict the reactants needed to synthesize the given product. (1) Given the product [CH3:1][O:2][C:3]1[CH:12]=[C:11]2[C:6]([C:7](=[N:20][OH:21])[CH2:8][CH:9]([CH:13]3[CH2:17][CH2:16][CH2:15][O:14]3)[O:10]2)=[CH:5][CH:4]=1, predict the reactants needed to synthesize it. The reactants are: [CH3:1][O:2][C:3]1[CH:12]=[C:11]2[C:6]([C:7](=O)[CH2:8][CH:9]([CH:13]3[CH2:17][CH2:16][CH2:15][O:14]3)[O:10]2)=[CH:5][CH:4]=1.Cl.[NH2:20][OH:21].C([O-])(=O)C.[Na+]. (2) Given the product [CH2:26]([C:9]1([C:10]2[C:15]([C:16]3[CH:21]=[CH:20][CH:19]=[CH:18][CH:17]=3)=[CH:14][C:13]([C:22]#[N:23])=[CH:12][CH:11]=2)[N:4]2[CH:3]=[N:2][CH:1]=[C:5]2[CH2:6][CH2:7][CH2:8]1)[CH:25]=[CH2:24], predict the reactants needed to synthesize it. The reactants are: [CH:1]1[N:2]=[CH:3][N:4]2[CH:9]([C:10]3[C:15]([C:16]4[CH:21]=[CH:20][CH:19]=[CH:18][CH:17]=4)=[CH:14][C:13]([C:22]#[N:23])=[CH:12][CH:11]=3)[CH2:8][CH2:7][CH2:6][C:5]=12.[CH2:24](Br)[CH:25]=[CH2:26]. (3) Given the product [N+:25]([C:22]1[CH:21]=[CH:20][C:19]([C:8]2[C:9]3[CH:15]=[C:14]4[O:16][CH2:17][O:18][C:13]4=[CH:12][C:10]=3[CH2:11][C:5]([C:3]([OH:1])=[O:4])=[N:6][N:7]=2)=[CH:24][CH:23]=1)([O-:27])=[O:26], predict the reactants needed to synthesize it. The reactants are: [OH-:1].[Na+].[CH:3]([C:5]1[CH2:11][C:10]2[CH:12]=[C:13]3[O:18][CH2:17][O:16][C:14]3=[CH:15][C:9]=2[C:8]([C:19]2[CH:24]=[CH:23][C:22]([N+:25]([O-:27])=[O:26])=[CH:21][CH:20]=2)=[N:7][N:6]=1)=[O:4].